From a dataset of Forward reaction prediction with 1.9M reactions from USPTO patents (1976-2016). Predict the product of the given reaction. (1) Given the reactants [CH3:1][C:2]1([CH3:35])[CH2:11][CH:10]=[C:9]([C:12]2[CH:17]=[CH:16][C:15]([C:18]([CH3:21])([CH3:20])[CH3:19])=[CH:14][CH:13]=2)[C:8]2[CH:7]=[C:6]([C:22]#[C:23][C:24]3[CH:34]=[CH:33][C:27]([C:28]([O:30]CC)=[O:29])=[CH:26][CH:25]=3)[CH:5]=[CH:4][C:3]1=2.O[Li].O, predict the reaction product. The product is: [CH3:1][C:2]1([CH3:35])[CH2:11][CH:10]=[C:9]([C:12]2[CH:17]=[CH:16][C:15]([C:18]([CH3:19])([CH3:20])[CH3:21])=[CH:14][CH:13]=2)[C:8]2[CH:7]=[C:6]([C:22]#[C:23][C:24]3[CH:34]=[CH:33][C:27]([C:28]([OH:30])=[O:29])=[CH:26][CH:25]=3)[CH:5]=[CH:4][C:3]1=2. (2) Given the reactants Br[C:2]1[CH:3]=[C:4]([CH:36]=[CH:37][C:38]=1[Cl:39])[C:5]([N:7]([CH:9]1[CH:13]([C:14]2[CH:19]=[CH:18][C:17]([Cl:20])=[C:16]([Cl:21])[CH:15]=2)[CH2:12][N:11]([C:22]([CH:24]2[CH2:29][CH2:28][N:27]([C:30]([C:32]3([CH3:35])[CH2:34][CH2:33]3)=[O:31])[CH2:26][CH2:25]2)=[O:23])[CH2:10]1)[CH3:8])=[O:6].C1(P([CH:53]2[CH2:58][CH2:57]CCC2)C2CCCCC2)CCCCC1, predict the reaction product. The product is: [Cl:39][C:38]1[CH:37]=[CH:36][C:4]([C:5]([N:7]([CH:9]2[CH:13]([C:14]3[CH:19]=[CH:18][C:17]([Cl:20])=[C:16]([Cl:21])[CH:15]=3)[CH2:12][N:11]([C:22]([CH:24]3[CH2:29][CH2:28][N:27]([C:30]([C:32]4([CH3:35])[CH2:34][CH2:33]4)=[O:31])[CH2:26][CH2:25]3)=[O:23])[CH2:10]2)[CH3:8])=[O:6])=[CH:3][C:2]=1[CH:57]1[CH2:58][CH2:53]1.